Dataset: Catalyst prediction with 721,799 reactions and 888 catalyst types from USPTO. Task: Predict which catalyst facilitates the given reaction. Reactant: Cl[C:2]1[N:7]=[C:6]([N:8]2[CH2:11][CH2:10][CH:9]2[C:12]2[O:16][N:15]=[C:14]([C:17]3[CH:22]=[CH:21][CH:20]=[CH:19][N:18]=3)[CH:13]=2)[N:5]=[C:4]([NH:23][C:24]2[CH:28]=[C:27]([CH3:29])[NH:26][N:25]=2)[CH:3]=1.[CH3:30][O-:31].[Na+]. Product: [CH3:30][O:31][C:2]1[N:7]=[C:6]([N:8]2[CH2:11][CH2:10][CH:9]2[C:12]2[O:16][N:15]=[C:14]([C:17]3[CH:22]=[CH:21][CH:20]=[CH:19][N:18]=3)[CH:13]=2)[N:5]=[C:4]([NH:23][C:24]2[CH:28]=[C:27]([CH3:29])[NH:26][N:25]=2)[CH:3]=1. The catalyst class is: 5.